From a dataset of Full USPTO retrosynthesis dataset with 1.9M reactions from patents (1976-2016). Predict the reactants needed to synthesize the given product. (1) Given the product [OH:25][CH2:24][CH2:23][CH2:22][CH2:21][CH2:20][NH:19][C:15]1[CH:14]=[C:13]([C:2](=[O:1])[CH2:3][CH2:4][NH:5][C:6](=[O:12])[O:7][C:8]([CH3:9])([CH3:10])[CH3:11])[CH:18]=[CH:17][CH:16]=1, predict the reactants needed to synthesize it. The reactants are: [OH:1][CH:2]([C:13]1[CH:18]=[CH:17][CH:16]=[C:15]([NH:19][CH2:20][CH2:21][CH2:22][CH2:23][CH2:24][OH:25])[CH:14]=1)[CH2:3][CH2:4][NH:5][C:6](=[O:12])[O:7][C:8]([CH3:11])([CH3:10])[CH3:9]. (2) The reactants are: [NH:1]1[CH:5]=[CH:4][C:3]([C:6]2[C:15]3[C:10](=[CH:11][CH:12]=[CH:13][CH:14]=3)[N:9]=[CH:8][CH:7]=2)=[N:2]1.[CH3:16][C:17]1[O:21][N:20]=[C:19]([C:22]2[CH:23]=[C:24]([S:28](Cl)(=[O:30])=[O:29])[CH:25]=[CH:26][CH:27]=2)[N:18]=1. Given the product [CH3:16][C:17]1[O:21][N:20]=[C:19]([C:22]2[CH:23]=[C:24]([S:28]([N:1]3[CH:5]=[CH:4][C:3]([C:6]4[C:15]5[C:10](=[CH:11][CH:12]=[CH:13][CH:14]=5)[N:9]=[CH:8][CH:7]=4)=[N:2]3)(=[O:30])=[O:29])[CH:25]=[CH:26][CH:27]=2)[N:18]=1, predict the reactants needed to synthesize it. (3) Given the product [CH2:34]([S:36]([NH:1][C@@H:2]([C:10]([OH:12])=[O:11])[CH2:3][C:4]1[CH:9]=[CH:8][CH:7]=[CH:6][CH:5]=1)(=[O:38])=[O:37])[CH3:35], predict the reactants needed to synthesize it. The reactants are: [NH2:1][C@@H:2]([C:10]([OH:12])=[O:11])[CH2:3][C:4]1[CH:9]=[CH:8][CH:7]=[CH:6][CH:5]=1.C/C(/O[Si](C)(C)C)=N\[Si](C)(C)C.C(N(CC)C(C)C)(C)C.[CH2:34]([S:36](Cl)(=[O:38])=[O:37])[CH3:35]. (4) The reactants are: [CH3:1][O:2][C:3]1[CH:8]=[CH:7][C:6]([NH:9][C:10]2[CH:15]=[CH:14][CH:13]=[CH:12][N:11]=2)=[CH:5][CH:4]=1.[CH3:16]C([O-])(C)C.[K+].CI. Given the product [CH3:1][O:2][C:3]1[CH:4]=[CH:5][C:6]([N:9]([CH3:16])[C:10]2[CH:15]=[CH:14][CH:13]=[CH:12][N:11]=2)=[CH:7][CH:8]=1, predict the reactants needed to synthesize it. (5) Given the product [Cl:15][C:10]1[CH:9]=[C:8]([C:5]([C:4]2[N:24]([C:21]3[CH:22]=[CH:23][C:18]([F:17])=[CH:19][CH:20]=3)[C:25]([SH:26])=[N:2][CH:3]=2)([CH3:7])[CH3:6])[CH:13]=[CH:12][C:11]=1[Cl:14], predict the reactants needed to synthesize it. The reactants are: Br.[NH2:2][CH2:3][C:4](=O)[C:5]([C:8]1[CH:13]=[CH:12][C:11]([Cl:14])=[C:10]([Cl:15])[CH:9]=1)([CH3:7])[CH3:6].[F:17][C:18]1[CH:23]=[CH:22][C:21]([N:24]=[C:25]=[S:26])=[CH:20][CH:19]=1.CCN(CC)CC. (6) Given the product [OH:1][C:2]1[C:7]([C:8]([NH:37][CH:38]([C:48]2[CH:53]=[CH:52][C:51]([O:54][CH3:55])=[CH:50][CH:49]=2)[C:39]2[CH:44]=[CH:43][C:42]([PH:45](=[O:46])[OH:47])=[CH:41][CH:40]=2)=[O:10])=[CH:6][N:5]=[C:4]([C:11]2[CH:16]=[CH:15][CH:14]=[CH:13][N:12]=2)[N:3]=1, predict the reactants needed to synthesize it. The reactants are: [OH:1][C:2]1[C:7]([C:8]([OH:10])=O)=[CH:6][N:5]=[C:4]([C:11]2[CH:16]=[CH:15][CH:14]=[CH:13][N:12]=2)[N:3]=1.CCN(CC)CC.C1N=CN(C(N2C=NC=C2)=O)C=1.Cl.[NH2:37][CH:38]([C:48]1[CH:53]=[CH:52][C:51]([O:54][CH3:55])=[CH:50][CH:49]=1)[C:39]1[CH:44]=[CH:43][C:42]([PH:45](=[O:47])[OH:46])=[CH:41][CH:40]=1.